This data is from Full USPTO retrosynthesis dataset with 1.9M reactions from patents (1976-2016). The task is: Predict the reactants needed to synthesize the given product. (1) The reactants are: O[CH2:2][CH2:3][CH:4]1[CH2:7][N:6]([C:8]([O:10][C:11]([CH3:14])([CH3:13])[CH3:12])=[O:9])[CH2:5]1.C1C=CC(P(C2C=CC=CC=2)C2C=CC=CC=2)=CC=1.N1C=CN=C1.[I:39]I. Given the product [I:39][CH2:2][CH2:3][CH:4]1[CH2:7][N:6]([C:8]([O:10][C:11]([CH3:14])([CH3:13])[CH3:12])=[O:9])[CH2:5]1, predict the reactants needed to synthesize it. (2) Given the product [C:3]1([C:4]#[C:20][C:14]2[CH:19]=[CH:18][CH:17]=[CH:16][CH:15]=2)[CH:8]=[CH:9][CH:10]=[CH:11][CH:2]=1, predict the reactants needed to synthesize it. The reactants are: Br[C:2]1[CH:11]=[C:10](OC)[CH:9]=[CH:8][C:3]=1[C:4](OC)=O.[C:14]1([CH3:20])[CH:19]=[CH:18][CH:17]=[CH:16][CH:15]=1.N#N. (3) Given the product [CH3:1][N:2]1[CH:6]=[C:5]([C:7]2[C:11]3[N:12]=[C:13]([S:16]([CH3:17])=[O:30])[N:14]=[CH:15][C:10]=3[S:9][C:8]=2[C:18]([O:20][CH3:21])=[O:19])[CH:4]=[N:3]1, predict the reactants needed to synthesize it. The reactants are: [CH3:1][N:2]1[CH:6]=[C:5]([C:7]2[C:11]3[N:12]=[C:13]([S:16][CH3:17])[N:14]=[CH:15][C:10]=3[S:9][C:8]=2[C:18]([O:20][CH3:21])=[O:19])[CH:4]=[N:3]1.OO.C1([OH:30])C=CC=CC=1. (4) The reactants are: C[O:2][C:3](=O)[CH2:4][C:5]1[C:10]([N+:11]([O-])=O)=[CH:9][CH:8]=[CH:7][C:6]=1[N+:14]([O-:16])=[O:15].C(O)(=O)C.O. Given the product [N+:14]([C:6]1[C:5]2[C:10]([CH:9]=[CH:8][CH:7]=1)=[N:11][C:3](=[O:2])[CH:4]=2)([O-:16])=[O:15], predict the reactants needed to synthesize it. (5) Given the product [OH:27][CH2:26][CH:24]1[CH2:25][N:22]([C:3]2[C:2]([C:36]3[NH:35][N:34]=[CH:38][CH:37]=3)=[CH:21][C:6]([C:7]([NH:9][C:10]3[CH:15]=[CH:14][C:13]([O:16][C:17]([F:20])([F:19])[F:18])=[CH:12][CH:11]=3)=[O:8])=[CH:5][N:4]=2)[CH2:23]1, predict the reactants needed to synthesize it. The reactants are: Br[C:2]1[C:3]([N:22]2[CH2:25][CH:24]([CH2:26][OH:27])[CH2:23]2)=[N:4][CH:5]=[C:6]([CH:21]=1)[C:7]([NH:9][C:10]1[CH:15]=[CH:14][C:13]([O:16][C:17]([F:20])([F:19])[F:18])=[CH:12][CH:11]=1)=[O:8].O1CCCCC1[N:34]1[C:38](B2OC(C)(C)C(C)(C)O2)=[CH:37][CH:36]=[N:35]1. (6) Given the product [CH3:9][NH:8][C:6]1[N:7]=[C:2]([NH:38][CH2:37][C@@H:36]([C:30]2[CH:35]=[CH:34][CH:33]=[CH:32][CH:31]=2)[CH3:39])[N:3]=[C:4]([N:10]2[CH2:11][CH2:12][CH:13]([C:16]([NH:18][CH2:19][C:20]3[CH:25]=[CH:24][CH:23]=[CH:22][C:21]=3[C:26]([F:29])([F:27])[F:28])=[O:17])[CH2:14][CH2:15]2)[N:5]=1, predict the reactants needed to synthesize it. The reactants are: Cl[C:2]1[N:7]=[C:6]([NH:8][CH3:9])[N:5]=[C:4]([N:10]2[CH2:15][CH2:14][CH:13]([C:16]([NH:18][CH2:19][C:20]3[CH:25]=[CH:24][CH:23]=[CH:22][C:21]=3[C:26]([F:29])([F:28])[F:27])=[O:17])[CH2:12][CH2:11]2)[N:3]=1.[C:30]1([C@@H:36]([CH3:39])[CH2:37][NH2:38])[CH:35]=[CH:34][CH:33]=[CH:32][CH:31]=1.